This data is from Forward reaction prediction with 1.9M reactions from USPTO patents (1976-2016). The task is: Predict the product of the given reaction. (1) Given the reactants [C:1]([O:5][C:6]([NH:8][C:9]1[CH:14]=[C:13]([CH2:15][CH2:16][C:17]([O:19]C)=[O:18])[CH:12]=[CH:11][N:10]=1)=[O:7])([CH3:4])([CH3:3])[CH3:2].[OH-].[Na+], predict the reaction product. The product is: [C:1]([O:5][C:6]([NH:8][C:9]1[CH:14]=[C:13]([CH2:15][CH2:16][C:17]([OH:19])=[O:18])[CH:12]=[CH:11][N:10]=1)=[O:7])([CH3:4])([CH3:2])[CH3:3]. (2) Given the reactants C(OC([N:8]1[C:13](=[O:14])[CH2:12][CH2:11][CH2:10][C@H:9]1[C:15]([O:17][C:18]([CH3:21])([CH3:20])[CH3:19])=[O:16])=O)(C)(C)C.Cl, predict the reaction product. The product is: [C:18]([O:17][C:15]([C@@H:9]1[CH2:10][CH2:11][CH2:12][C:13](=[O:14])[NH:8]1)=[O:16])([CH3:21])([CH3:19])[CH3:20]. (3) Given the reactants [CH2:1](Br)[C:2]1[CH:7]=[CH:6][CH:5]=[CH:4][CH:3]=1.[C:9]([O:13][C:14](=[O:33])[NH:15][CH:16]([C:19]1[NH:20][C:21](=[O:32])[C:22]2[N:30]([N:31]=1)[C:29]1[C:24](=[CH:25][CH:26]=[CH:27][CH:28]=1)[CH:23]=2)[CH2:17][CH3:18])([CH3:12])([CH3:11])[CH3:10].C(=O)([O-])[O-].[K+].[K+], predict the reaction product. The product is: [C:9]([O:13][C:14](=[O:33])[NH:15][CH:16]([C:19]1[N:20]([CH2:1][C:2]2[CH:7]=[CH:6][CH:5]=[CH:4][CH:3]=2)[C:21](=[O:32])[C:22]2[N:30]([N:31]=1)[C:29]1[C:24](=[CH:25][CH:26]=[CH:27][CH:28]=1)[CH:23]=2)[CH2:17][CH3:18])([CH3:10])([CH3:11])[CH3:12]. (4) Given the reactants [Cl:1][C:2]1[CH:3]=[C:4]([CH:20]=[CH:21][CH:22]=1)[C:5]([C@@H:7]1[CH2:12][CH2:11][CH2:10][N:9]([C:13]([O:15][C:16]([CH3:19])([CH3:18])[CH3:17])=[O:14])[CH2:8]1)=[O:6].[BH4-].[Na+], predict the reaction product. The product is: [Cl:1][C:2]1[CH:3]=[C:4]([CH:5]([OH:6])[C@@H:7]2[CH2:12][CH2:11][CH2:10][N:9]([C:13]([O:15][C:16]([CH3:18])([CH3:17])[CH3:19])=[O:14])[CH2:8]2)[CH:20]=[CH:21][CH:22]=1. (5) The product is: [CH2:7]([N:14]1[CH2:19][CH2:18][NH:17][C@@H:16]([CH2:20][CH3:21])[CH2:15]1)[C:8]1[CH:9]=[CH:10][CH:11]=[CH:12][CH:13]=1. Given the reactants [H-].[H-].[H-].[H-].[Li+].[Al+3].[CH2:7]([N:14]1[CH2:19][CH2:18][NH:17][C@@H:16]([CH2:20][CH3:21])[C:15]1=O)[C:8]1[CH:13]=[CH:12][CH:11]=[CH:10][CH:9]=1, predict the reaction product. (6) Given the reactants Cl.[F:2][CH:3]([F:32])[CH2:4][N:5]1[C:13]2[C:8](=[CH:9][C:10]([O:14][CH:15]3[CH2:20][CH2:19][N:18]([CH:21]([CH3:23])[CH3:22])[CH2:17][CH2:16]3)=[CH:11][CH:12]=2)[CH:7]=[C:6]1[C:24]([N:26]1[CH2:31][CH2:30][NH:29][CH2:28][CH2:27]1)=[O:25].Cl[C:34]([O:36][CH3:37])=[O:35], predict the reaction product. The product is: [CH3:37][O:36][C:34]([N:29]1[CH2:28][CH2:27][N:26]([C:24]([C:6]2[N:5]([CH2:4][CH:3]([F:2])[F:32])[C:13]3[C:8]([CH:7]=2)=[CH:9][C:10]([O:14][CH:15]2[CH2:20][CH2:19][N:18]([CH:21]([CH3:23])[CH3:22])[CH2:17][CH2:16]2)=[CH:11][CH:12]=3)=[O:25])[CH2:31][CH2:30]1)=[O:35].